This data is from Full USPTO retrosynthesis dataset with 1.9M reactions from patents (1976-2016). The task is: Predict the reactants needed to synthesize the given product. (1) The reactants are: [Br:1][C:2]1[S:3][C:4]([S:8](Cl)(=[O:10])=[O:9])=[C:5]([Br:7])[N:6]=1.[NH4+:12].[OH-]. Given the product [Br:1][C:2]1[S:3][C:4]([S:8]([NH2:12])(=[O:10])=[O:9])=[C:5]([Br:7])[N:6]=1, predict the reactants needed to synthesize it. (2) Given the product [OH:1][C:2]1([CH3:15])[CH2:3][CH2:4][N:5]([C:8]([O:10][C:11]([CH3:14])([CH3:13])[CH3:12])=[O:9])[CH2:6][CH2:7]1, predict the reactants needed to synthesize it. The reactants are: [O:1]=[C:2]1[CH2:7][CH2:6][N:5]([C:8]([O:10][C:11]([CH3:14])([CH3:13])[CH3:12])=[O:9])[CH2:4][CH2:3]1.[CH3:15][Mg]Br. (3) Given the product [CH:19]1([CH2:18][N:13]2[C:10]3[CH:11]=[CH:12][C:7]4[N:8]([C:4]([CH3:3])=[N:5][N:6]=4)[C:9]=3[CH:15]=[C:14]2[CH3:16])[CH2:23][CH2:22][CH2:21][CH2:20]1, predict the reactants needed to synthesize it. The reactants are: [H-].[Na+].[CH3:3][C:4]1[N:8]2[C:9]3[CH:15]=[C:14]([CH3:16])[NH:13][C:10]=3[CH:11]=[CH:12][C:7]2=[N:6][N:5]=1.I[CH2:18][CH:19]1[CH2:23][CH2:22][CH2:21][CH2:20]1.